From a dataset of Full USPTO retrosynthesis dataset with 1.9M reactions from patents (1976-2016). Predict the reactants needed to synthesize the given product. (1) Given the product [Cl:3][C:7]1[N:12]=[CH:11][N:10]=[C:9]2[N:13]([C:16]3[C:23]([C:24]#[N:25])=[CH:22][CH:21]=[CH:20][C:17]=3[C:18]#[N:19])[N:14]=[CH:15][C:8]=12, predict the reactants needed to synthesize it. The reactants are: P(Cl)(Cl)([Cl:3])=O.O[C:7]1[N:12]=[CH:11][N:10]=[C:9]2[N:13]([C:16]3[C:23]([C:24]#[N:25])=[CH:22][CH:21]=[CH:20][C:17]=3[C:18]#[N:19])[N:14]=[CH:15][C:8]=12. (2) Given the product [CH3:41][N:43]([CH3:44])[C:5]([N:31]1[CH:27]([C:23]2[CH:24]=[CH:25][CH:26]=[C:21]([O:20][CH2:13][C:14]3[CH:19]=[CH:18][CH:17]=[CH:16][CH:15]=3)[CH:22]=2)[CH:28]2[CH2:39][O:38][C:37]3[CH:36]=[CH:35][C:34]([F:40])=[CH:33][C:32]=3[C:29]2=[N:30]1)=[O:11], predict the reactants needed to synthesize it. The reactants are: ClC(Cl)(O[C:5](=[O:11])OC(Cl)(Cl)Cl)Cl.[CH2:13]([O:20][C:21]1[CH:22]=[C:23]([CH:27]2[NH:31][N:30]=[C:29]3[C:32]4[CH:33]=[C:34]([F:40])[CH:35]=[CH:36][C:37]=4[O:38][CH2:39][CH:28]23)[CH:24]=[CH:25][CH:26]=1)[C:14]1[CH:19]=[CH:18][CH:17]=[CH:16][CH:15]=1.[CH2:41]([N:43](CC)[CH2:44]C)C.CNC. (3) Given the product [O:1]1[C:5]2[CH:6]=[CH:7][C:8]([CH:15]([N:23]3[CH2:24][CH2:25][N:20]([CH3:19])[CH2:21][CH2:22]3)[C:14]([OH:18])=[O:17])=[CH:9][C:4]=2[CH2:3][CH2:2]1, predict the reactants needed to synthesize it. The reactants are: [O:1]1[C:5]2[CH:6]=[CH:7][C:8](B(O)O)=[CH:9][C:4]=2[CH2:3][CH2:2]1.O.[C:14]([OH:18])(=[O:17])[CH:15]=O.[CH3:19][N:20]1[CH2:25][CH2:24][NH:23][CH2:22][CH2:21]1. (4) Given the product [CH2:1]([O:3][C:4](=[O:32])[CH2:5][C:6]1[CH:11]=[CH:10][C:9]([O:12][CH3:13])=[C:8]([O:14][C:15]2[CH:20]=[CH:19][C:18]([NH2:21])=[CH:17][C:16]=2[CH2:24][S:25][C:26]2[CH:31]=[CH:30][CH:29]=[CH:28][CH:27]=2)[CH:7]=1)[CH3:2], predict the reactants needed to synthesize it. The reactants are: [CH2:1]([O:3][C:4](=[O:32])[CH2:5][C:6]1[CH:11]=[CH:10][C:9]([O:12][CH3:13])=[C:8]([O:14][C:15]2[CH:20]=[CH:19][C:18]([N+:21]([O-])=O)=[CH:17][C:16]=2[CH2:24][S:25][C:26]2[CH:31]=[CH:30][CH:29]=[CH:28][CH:27]=2)[CH:7]=1)[CH3:2].[Sn](Cl)Cl.C(Cl)Cl.C(=O)(O)[O-].[Na+].